This data is from Forward reaction prediction with 1.9M reactions from USPTO patents (1976-2016). The task is: Predict the product of the given reaction. (1) Given the reactants [CH3:1][C@@H:2]1[N:7]([S:8]([C:11]2[CH:16]=[CH:15][C:14]([C:17]([F:20])([F:19])[F:18])=[CH:13][CH:12]=2)(=[O:10])=[O:9])[CH2:6][CH2:5][N:4](C(OC(C)(C)C)=O)[CH2:3]1.[ClH:28], predict the reaction product. The product is: [ClH:28].[CH3:1][C@H:2]1[CH2:3][NH:4][CH2:5][CH2:6][N:7]1[S:8]([C:11]1[CH:12]=[CH:13][C:14]([C:17]([F:20])([F:18])[F:19])=[CH:15][CH:16]=1)(=[O:10])=[O:9]. (2) The product is: [Br:1][C:2]1[C:10]2[CH:14]=[CH:15][NH:11][C:9]=2[C:5]([C:6]([OH:8])=[O:7])=[CH:4][N:3]=1. Given the reactants [Br:1][C:2]1[CH:10]=[C:9]([N+:11]([O-])=O)[C:5]([C:6]([OH:8])=[O:7])=[CH:4][N:3]=1.[CH:14]([Mg]Br)=[CH2:15], predict the reaction product.